The task is: Regression. Given two drug SMILES strings and cell line genomic features, predict the synergy score measuring deviation from expected non-interaction effect.. This data is from Merck oncology drug combination screen with 23,052 pairs across 39 cell lines. (1) Drug 1: N#Cc1ccc(Cn2cncc2CN2CCN(c3cccc(Cl)c3)C(=O)C2)cc1. Drug 2: O=C(O)C1(Cc2cccc(Nc3nccs3)n2)CCC(Oc2cccc(Cl)c2F)CC1. Cell line: PA1. Synergy scores: synergy=42.4. (2) Drug 1: CCN(CC)CCNC(=O)c1c(C)[nH]c(C=C2C(=O)Nc3ccc(F)cc32)c1C. Drug 2: COC1=C2CC(C)CC(OC)C(O)C(C)C=C(C)C(OC(N)=O)C(OC)C=CC=C(C)C(=O)NC(=CC1=O)C2=O. Cell line: LOVO. Synergy scores: synergy=6.83. (3) Drug 1: Nc1ccn(C2OC(CO)C(O)C2(F)F)c(=O)n1. Drug 2: CCc1cnn2c(NCc3ccc[n+]([O-])c3)cc(N3CCCCC3CCO)nc12. Cell line: HT29. Synergy scores: synergy=-8.60. (4) Drug 1: O=C(CCCCCCC(=O)Nc1ccccc1)NO. Drug 2: Cc1nc(Nc2ncc(C(=O)Nc3c(C)cccc3Cl)s2)cc(N2CCN(CCO)CC2)n1. Cell line: NCIH1650. Synergy scores: synergy=30.9. (5) Drug 1: O=C(CCCCCCC(=O)Nc1ccccc1)NO. Drug 2: COC1=C2CC(C)CC(OC)C(O)C(C)C=C(C)C(OC(N)=O)C(OC)C=CC=C(C)C(=O)NC(=CC1=O)C2=O. Cell line: UWB1289. Synergy scores: synergy=-5.68. (6) Drug 1: CC(=O)OC1C(=O)C2(C)C(O)CC3OCC3(OC(C)=O)C2C(OC(=O)c2ccccc2)C2(O)CC(OC(=O)C(O)C(NC(=O)c3ccccc3)c3ccccc3)C(C)=C1C2(C)C. Drug 2: C#Cc1cccc(Nc2ncnc3cc(OCCOC)c(OCCOC)cc23)c1. Cell line: ZR751. Synergy scores: synergy=32.6. (7) Drug 1: CN(C)C(=N)N=C(N)N. Drug 2: Cc1nc(Nc2ncc(C(=O)Nc3c(C)cccc3Cl)s2)cc(N2CCN(CCO)CC2)n1. Cell line: OV90. Synergy scores: synergy=-3.99.